Dataset: Catalyst prediction with 721,799 reactions and 888 catalyst types from USPTO. Task: Predict which catalyst facilitates the given reaction. Reactant: [CH:1]([S:3]([N:6]1[CH2:11][CH2:10][CH:9]([NH:12][C:13]([C:15]2[C:19]([NH:20][C:21](=[O:30])[C:22]3[C:27]([Cl:28])=[CH:26][CH:25]=[CH:24][C:23]=3[Cl:29])=[CH:18][NH:17][N:16]=2)=[O:14])[CH2:8][CH2:7]1)(=[O:5])=[O:4])=[CH2:2].B.CSC.[OH:35]O.[OH-].[Na+]. Product: [OH:35][CH2:2][CH2:1][S:3]([N:6]1[CH2:11][CH2:10][CH:9]([NH:12][C:13]([C:15]2[C:19]([NH:20][C:21](=[O:30])[C:22]3[C:27]([Cl:28])=[CH:26][CH:25]=[CH:24][C:23]=3[Cl:29])=[CH:18][NH:17][N:16]=2)=[O:14])[CH2:8][CH2:7]1)(=[O:4])=[O:5]. The catalyst class is: 1.